From a dataset of Catalyst prediction with 721,799 reactions and 888 catalyst types from USPTO. Predict which catalyst facilitates the given reaction. (1) Reactant: [NH2:1][C:2]1[CH:7]=[CH:6][CH:5]=[CH:4][N:3]=1.[O:8]1[CH2:14][CH2:13][C:12]([C:15](Cl)=[O:16])=[CH:11][C:10]2[CH:18]=[CH:19][CH:20]=[CH:21][C:9]1=2. Product: [N:3]1[CH:4]=[CH:5][CH:6]=[CH:7][C:2]=1[NH:1][C:15]([C:12]1[CH2:13][CH2:14][O:8][C:9]2[CH:21]=[CH:20][CH:19]=[CH:18][C:10]=2[CH:11]=1)=[O:16]. The catalyst class is: 7. (2) Reactant: [C:1]([O:5][C:6](=[O:27])[NH:7][CH2:8][C:9]1[CH:14]=[C:13]([O:15][C:16]2[CH:21]=[C:20]([CH3:22])[CH:19]=[CH:18][C:17]=2[F:23])[CH:12]=[CH:11][C:10]=1[N+:24]([O-])=O)([CH3:4])([CH3:3])[CH3:2].[Cl-].[NH4+].C(O)C. Product: [C:1]([O:5][C:6](=[O:27])[NH:7][CH2:8][C:9]1[CH:14]=[C:13]([O:15][C:16]2[CH:21]=[C:20]([CH3:22])[CH:19]=[CH:18][C:17]=2[F:23])[CH:12]=[CH:11][C:10]=1[NH2:24])([CH3:4])([CH3:2])[CH3:3]. The catalyst class is: 150.